From a dataset of Reaction yield outcomes from USPTO patents with 853,638 reactions. Predict the reaction yield, written as a fraction of the theoretical maximum amount of product (1.0 means a 100% yield; for example, 0.34 means a 34% yield). (1) The reactants are [F:1][C:2]1[CH:3]=[C:4]([C:9]2[CH:17]=[CH:16][C:12]([C:13]([OH:15])=O)=[CH:11][N:10]=2)[CH:5]=[C:6]([F:8])[CH:7]=1.Cl.[F:19][C:20]([F:30])([F:29])[CH2:21][N:22]1[CH2:27][CH2:26][CH:25]([NH2:28])[CH2:24][CH2:23]1.CN(C(ON1N=NC2C=CC=NC1=2)=[N+](C)C)C.F[P-](F)(F)(F)(F)F. The catalyst is C(#N)C. The product is [F:8][C:6]1[CH:5]=[C:4]([C:9]2[CH:17]=[CH:16][C:12]([C:13]([NH:28][CH:25]3[CH2:26][CH2:27][N:22]([CH2:21][C:20]([F:30])([F:19])[F:29])[CH2:23][CH2:24]3)=[O:15])=[CH:11][N:10]=2)[CH:3]=[C:2]([F:1])[CH:7]=1. The yield is 0.0700. (2) The reactants are [Cl:1][C:2]1[C:11]2[C:6](=[CH:7][CH:8]=[C:9]([C:12](Cl)=[O:13])[CH:10]=2)[CH:5]=[CH:4][N:3]=1.C([OH:17])C.C(N([CH2:23][CH3:24])CC)C. The catalyst is O1CCCC1. The product is [Cl:1][C:2]1[C:11]2[C:6](=[CH:7][CH:8]=[C:9]([C:12]([O:13][CH2:23][CH3:24])=[O:17])[CH:10]=2)[CH:5]=[CH:4][N:3]=1. The yield is 0.960.